The task is: Regression. Given two drug SMILES strings and cell line genomic features, predict the synergy score measuring deviation from expected non-interaction effect.. This data is from NCI-60 drug combinations with 297,098 pairs across 59 cell lines. (1) Drug 1: CC1=C(C=C(C=C1)NC2=NC=CC(=N2)N(C)C3=CC4=NN(C(=C4C=C3)C)C)S(=O)(=O)N.Cl. Drug 2: C1C(C(OC1N2C=NC3=C(N=C(N=C32)Cl)N)CO)O. Cell line: RPMI-8226. Synergy scores: CSS=-12.0, Synergy_ZIP=8.73, Synergy_Bliss=1.65, Synergy_Loewe=-5.98, Synergy_HSA=-8.10. (2) Drug 1: C1C(C(OC1N2C=C(C(=O)NC2=O)F)CO)O. Drug 2: CC1CCCC2(C(O2)CC(NC(=O)CC(C(C(=O)C(C1O)C)(C)C)O)C(=CC3=CSC(=N3)C)C)C. Cell line: HS 578T. Synergy scores: CSS=53.1, Synergy_ZIP=-2.97, Synergy_Bliss=-5.18, Synergy_Loewe=-9.73, Synergy_HSA=-3.38. (3) Drug 1: CCC(=C(C1=CC=CC=C1)C2=CC=C(C=C2)OCCN(C)C)C3=CC=CC=C3.C(C(=O)O)C(CC(=O)O)(C(=O)O)O. Drug 2: CNC(=O)C1=NC=CC(=C1)OC2=CC=C(C=C2)NC(=O)NC3=CC(=C(C=C3)Cl)C(F)(F)F. Cell line: PC-3. Synergy scores: CSS=1.01, Synergy_ZIP=-2.80, Synergy_Bliss=-4.42, Synergy_Loewe=-5.11, Synergy_HSA=-3.85. (4) Drug 1: CC1OCC2C(O1)C(C(C(O2)OC3C4COC(=O)C4C(C5=CC6=C(C=C35)OCO6)C7=CC(=C(C(=C7)OC)O)OC)O)O. Drug 2: COCCOC1=C(C=C2C(=C1)C(=NC=N2)NC3=CC=CC(=C3)C#C)OCCOC.Cl. Cell line: RPMI-8226. Synergy scores: CSS=44.4, Synergy_ZIP=0.0302, Synergy_Bliss=-1.95, Synergy_Loewe=-16.1, Synergy_HSA=-1.88. (5) Drug 1: CS(=O)(=O)C1=CC(=C(C=C1)C(=O)NC2=CC(=C(C=C2)Cl)C3=CC=CC=N3)Cl. Drug 2: CC12CCC(CC1=CCC3C2CCC4(C3CC=C4C5=CN=CC=C5)C)O. Cell line: UACC-257. Synergy scores: CSS=8.22, Synergy_ZIP=-1.03, Synergy_Bliss=4.37, Synergy_Loewe=1.00, Synergy_HSA=2.13. (6) Drug 1: CC12CCC3C(C1CCC2O)C(CC4=C3C=CC(=C4)O)CCCCCCCCCS(=O)CCCC(C(F)(F)F)(F)F. Drug 2: C1CNP(=O)(OC1)N(CCCl)CCCl. Cell line: MOLT-4. Synergy scores: CSS=-3.43, Synergy_ZIP=3.31, Synergy_Bliss=1.66, Synergy_Loewe=-2.16, Synergy_HSA=-2.88. (7) Drug 1: CN(C)C1=NC(=NC(=N1)N(C)C)N(C)C. Drug 2: CC1CCCC2(C(O2)CC(NC(=O)CC(C(C(=O)C(C1O)C)(C)C)O)C(=CC3=CSC(=N3)C)C)C. Cell line: U251. Synergy scores: CSS=-1.62, Synergy_ZIP=-0.0661, Synergy_Bliss=-0.226, Synergy_Loewe=-7.05, Synergy_HSA=-2.70.